Task: Predict the reaction yield, written as a fraction of the theoretical maximum amount of product (1.0 means a 100% yield; for example, 0.34 means a 34% yield).. Dataset: Reaction yield outcomes from USPTO patents with 853,638 reactions (1) The reactants are C(OC([N:11]1[CH2:16][CH2:15][CH2:14][CH:13]([C:17]2[CH:22]=[CH:21][C:20]([CH3:23])=[C:19]([O:24][CH2:25][C:26]([O:28][CH2:29][CH3:30])=[O:27])[CH:18]=2)[CH2:12]1)=O)C1C=CC=CC=1.[C:31]([OH:40])(=[O:39])[C@H:32]([C@@H:34]([C:36]([OH:38])=[O:37])[OH:35])[OH:33]. The catalyst is [Pd].C(O)C. The product is [C:31]([OH:40])(=[O:39])[C@H:32]([C@@H:34]([C:36]([OH:38])=[O:37])[OH:35])[OH:33].[CH2:29]([O:28][C:26](=[O:27])[CH2:25][O:24][C:19]1[CH:18]=[C:17]([CH:13]2[CH2:14][CH2:15][CH2:16][NH:11][CH2:12]2)[CH:22]=[CH:21][C:20]=1[CH3:23])[CH3:30]. The yield is 0.550. (2) The reactants are [CH3:1][C:2]([CH3:29])([CH3:28])[C@H:3]([N:11]1[CH2:15][CH2:14][N:13]([CH2:16][C:17]2[CH:22]=[CH:21][CH:20]=[C:19]([C:23]([F:26])([F:25])[F:24])[CH:18]=2)[C:12]1=[O:27])[C:4]([O:6]C(C)(C)C)=[O:5].FC(F)(F)C(O)=O. The catalyst is ClCCl. The product is [CH3:1][C:2]([CH3:29])([CH3:28])[C@H:3]([N:11]1[CH2:15][CH2:14][N:13]([CH2:16][C:17]2[CH:22]=[CH:21][CH:20]=[C:19]([C:23]([F:26])([F:25])[F:24])[CH:18]=2)[C:12]1=[O:27])[C:4]([OH:6])=[O:5]. The yield is 0.770. (3) The reactants are [NH:1]1[C:9]2[C:4](=[CH:5][CH:6]=[CH:7][CH:8]=2)[C:3](/[CH:10]=[CH:11]/[C:12]2[CH:20]=[CH:19][C:15]([C:16]([OH:18])=O)=[CH:14][CH:13]=2)=[N:2]1.[CH3:21][N:22]([CH3:32])[C:23]([NH:25][CH:26]1[CH2:31][CH2:30][NH:29][CH2:28][CH2:27]1)=[O:24].O.ON1C2C=CC=CC=2N=N1.Cl.C(N=C=NCCCN(C)C)C.CN1CCOCC1. No catalyst specified. The product is [CH3:21][N:22]([CH3:32])[C:23]([NH:25][CH:26]1[CH2:27][CH2:28][N:29]([C:16](=[O:18])[C:15]2[CH:14]=[CH:13][C:12](/[CH:11]=[CH:10]/[C:3]3[C:4]4[C:9](=[CH:8][CH:7]=[CH:6][CH:5]=4)[NH:1][N:2]=3)=[CH:20][CH:19]=2)[CH2:30][CH2:31]1)=[O:24]. The yield is 0.620. (4) The reactants are [CH2:1]1[C:9]2[C:4](=[CH:5][CH:6]=[C:7]([C:10]3([C:13]#N)[CH2:12][CH2:11]3)[CH:8]=2)[CH2:3][CH2:2]1.[OH-:15].[Na+].Cl.C[OH:19]. No catalyst specified. The product is [CH2:1]1[C:9]2[C:4](=[CH:5][CH:6]=[C:7]([C:10]3([C:13]([OH:19])=[O:15])[CH2:12][CH2:11]3)[CH:8]=2)[CH2:3][CH2:2]1. The yield is 0.470.